Dataset: NCI-60 drug combinations with 297,098 pairs across 59 cell lines. Task: Regression. Given two drug SMILES strings and cell line genomic features, predict the synergy score measuring deviation from expected non-interaction effect. (1) Drug 1: CC1=C(C=C(C=C1)NC(=O)C2=CC=C(C=C2)CN3CCN(CC3)C)NC4=NC=CC(=N4)C5=CN=CC=C5. Drug 2: CS(=O)(=O)CCNCC1=CC=C(O1)C2=CC3=C(C=C2)N=CN=C3NC4=CC(=C(C=C4)OCC5=CC(=CC=C5)F)Cl. Cell line: UACC62. Synergy scores: CSS=-3.58, Synergy_ZIP=1.75, Synergy_Bliss=-1.85, Synergy_Loewe=-8.41, Synergy_HSA=-7.31. (2) Drug 1: C1CN1C2=NC(=NC(=N2)N3CC3)N4CC4. Drug 2: COC1=C2C(=CC3=C1OC=C3)C=CC(=O)O2. Cell line: 786-0. Synergy scores: CSS=41.6, Synergy_ZIP=3.84, Synergy_Bliss=-3.39, Synergy_Loewe=-26.2, Synergy_HSA=-3.16. (3) Drug 1: CN(C)N=NC1=C(NC=N1)C(=O)N. Drug 2: CC=C1C(=O)NC(C(=O)OC2CC(=O)NC(C(=O)NC(CSSCCC=C2)C(=O)N1)C(C)C)C(C)C. Cell line: CAKI-1. Synergy scores: CSS=20.0, Synergy_ZIP=-5.34, Synergy_Bliss=-5.58, Synergy_Loewe=-5.15, Synergy_HSA=-3.99. (4) Drug 1: CCCCCOC(=O)NC1=NC(=O)N(C=C1F)C2C(C(C(O2)C)O)O. Drug 2: C1CN(P(=O)(OC1)NCCCl)CCCl. Cell line: NCI-H522. Synergy scores: CSS=-7.38, Synergy_ZIP=2.65, Synergy_Bliss=0.0102, Synergy_Loewe=-5.62, Synergy_HSA=-6.17. (5) Drug 1: C1=CC(=C2C(=C1NCCNCCO)C(=O)C3=C(C=CC(=C3C2=O)O)O)NCCNCCO. Drug 2: CC12CCC3C(C1CCC2OP(=O)(O)O)CCC4=C3C=CC(=C4)OC(=O)N(CCCl)CCCl.[Na+]. Cell line: NCIH23. Synergy scores: CSS=56.8, Synergy_ZIP=-1.53, Synergy_Bliss=-1.18, Synergy_Loewe=-64.4, Synergy_HSA=-0.0617.